From a dataset of Peptide-MHC class II binding affinity with 134,281 pairs from IEDB. Regression. Given a peptide amino acid sequence and an MHC pseudo amino acid sequence, predict their binding affinity value. This is MHC class II binding data. (1) The peptide sequence is LDYDDYVYPGHAIWW. The binding affinity (normalized) is 0. The MHC is HLA-DQA10102-DQB10602 with pseudo-sequence HLA-DQA10102-DQB10602. (2) The peptide sequence is DFLAKKGGEAMDTIS. The MHC is DRB1_0701 with pseudo-sequence DRB1_0701. The binding affinity (normalized) is 0.279. (3) The peptide sequence is MEKNVTVTHAQDILEKT. The MHC is DRB1_0405 with pseudo-sequence DRB1_0405. The binding affinity (normalized) is 0.537.